The task is: Predict the product of the given reaction.. This data is from Forward reaction prediction with 1.9M reactions from USPTO patents (1976-2016). (1) The product is: [F:27][C:28]1[CH:29]=[CH:30][CH:31]=[C:32]2[C:36]=1[C:35](=[O:37])[N:23]([C:22]1[CH:24]=[CH:25][CH:26]=[C:20]([CH2:19][CH2:18][N:15]3[CH2:14][CH2:13][N:12]([C:8]4[CH:7]=[CH:6][CH:5]=[C:4]5[C:9]=4[CH:10]=[CH:11][C:2]([CH3:1])=[N:3]5)[CH2:17][CH2:16]3)[CH:21]=1)[C:33]2=[O:34]. Given the reactants [CH3:1][C:2]1[CH:11]=[CH:10][C:9]2[C:4](=[CH:5][CH:6]=[CH:7][C:8]=2[N:12]2[CH2:17][CH2:16][N:15]([CH2:18][CH2:19][C:20]3[CH:21]=[C:22]([CH:24]=[CH:25][CH:26]=3)[NH2:23])[CH2:14][CH2:13]2)[N:3]=1.[F:27][C:28]1[C:36]2[C:35](=[O:37])[O:34][C:33](=O)[C:32]=2[CH:31]=[CH:30][CH:29]=1, predict the reaction product. (2) Given the reactants [NH:1]1[C:5]2[CH:6]=[CH:7][CH:8]=[CH:9][C:4]=2[N:3]=[C:2]1[CH:10]([O:19][CH:20]1[CH2:25][CH2:24][N:23]([CH3:26])[CH2:22][CH2:21]1)[C:11]1[CH:12]=[C:13]([CH:16]=[CH:17][CH:18]=1)[C:14]#N.[OH2:27], predict the reaction product. The product is: [NH:1]1[C:5]2[CH:6]=[CH:7][CH:8]=[CH:9][C:4]=2[N:3]=[C:2]1[CH:10]([O:19][CH:20]1[CH2:25][CH2:24][N:23]([CH3:26])[CH2:22][CH2:21]1)[C:11]1[CH:12]=[C:13]([CH:16]=[CH:17][CH:18]=1)[CH:14]=[O:27].